From a dataset of NCI-60 drug combinations with 297,098 pairs across 59 cell lines. Regression. Given two drug SMILES strings and cell line genomic features, predict the synergy score measuring deviation from expected non-interaction effect. (1) Drug 1: CC1=C2C(C(=O)C3(C(CC4C(C3C(C(C2(C)C)(CC1OC(=O)C(C(C5=CC=CC=C5)NC(=O)C6=CC=CC=C6)O)O)OC(=O)C7=CC=CC=C7)(CO4)OC(=O)C)O)C)OC(=O)C. Drug 2: CC1C(C(CC(O1)OC2CC(OC(C2O)C)OC3=CC4=CC5=C(C(=O)C(C(C5)C(C(=O)C(C(C)O)O)OC)OC6CC(C(C(O6)C)O)OC7CC(C(C(O7)C)O)OC8CC(C(C(O8)C)O)(C)O)C(=C4C(=C3C)O)O)O)O. Cell line: NCI-H322M. Synergy scores: CSS=67.1, Synergy_ZIP=-6.58, Synergy_Bliss=-1.11, Synergy_Loewe=-0.113, Synergy_HSA=0.891. (2) Drug 1: C(=O)(N)NO. Drug 2: C1CCC(C(C1)N)N.C(=O)(C(=O)[O-])[O-].[Pt+4]. Cell line: SNB-19. Synergy scores: CSS=14.9, Synergy_ZIP=-5.57, Synergy_Bliss=1.18, Synergy_Loewe=-4.12, Synergy_HSA=2.07. (3) Drug 1: CCC1=C2CN3C(=CC4=C(C3=O)COC(=O)C4(CC)O)C2=NC5=C1C=C(C=C5)O. Drug 2: CS(=O)(=O)OCCCCOS(=O)(=O)C. Cell line: SK-MEL-5. Synergy scores: CSS=39.8, Synergy_ZIP=-2.59, Synergy_Bliss=-2.84, Synergy_Loewe=-54.8, Synergy_HSA=-1.18. (4) Drug 1: COC1=C(C=C2C(=C1)N=CN=C2NC3=CC(=C(C=C3)F)Cl)OCCCN4CCOCC4. Drug 2: CC1CCC2CC(C(=CC=CC=CC(CC(C(=O)C(C(C(=CC(C(=O)CC(OC(=O)C3CCCCN3C(=O)C(=O)C1(O2)O)C(C)CC4CCC(C(C4)OC)O)C)C)O)OC)C)C)C)OC. Cell line: OVCAR-4. Synergy scores: CSS=38.3, Synergy_ZIP=0.625, Synergy_Bliss=1.35, Synergy_Loewe=6.36, Synergy_HSA=7.63. (5) Drug 1: CCC1(CC2CC(C3=C(CCN(C2)C1)C4=CC=CC=C4N3)(C5=C(C=C6C(=C5)C78CCN9C7C(C=CC9)(C(C(C8N6C=O)(C(=O)OC)O)OC(=O)C)CC)OC)C(=O)OC)O.OS(=O)(=O)O. Drug 2: CN(CCCl)CCCl.Cl. Cell line: HL-60(TB). Synergy scores: CSS=83.5, Synergy_ZIP=-0.297, Synergy_Bliss=-1.33, Synergy_Loewe=-3.57, Synergy_HSA=-0.639. (6) Drug 1: CN(C)N=NC1=C(NC=N1)C(=O)N. Drug 2: C1=CN(C=N1)CC(O)(P(=O)(O)O)P(=O)(O)O. Cell line: SR. Synergy scores: CSS=4.95, Synergy_ZIP=-3.30, Synergy_Bliss=-4.88, Synergy_Loewe=-0.531, Synergy_HSA=-2.97. (7) Drug 1: C1C(C(OC1N2C=C(C(=O)NC2=O)F)CO)O. Drug 2: CCCCC(=O)OCC(=O)C1(CC(C2=C(C1)C(=C3C(=C2O)C(=O)C4=C(C3=O)C=CC=C4OC)O)OC5CC(C(C(O5)C)O)NC(=O)C(F)(F)F)O. Cell line: SK-MEL-5. Synergy scores: CSS=48.6, Synergy_ZIP=-4.14, Synergy_Bliss=-4.12, Synergy_Loewe=-4.60, Synergy_HSA=-4.31. (8) Synergy scores: CSS=31.4, Synergy_ZIP=-0.0204, Synergy_Bliss=0.702, Synergy_Loewe=-15.0, Synergy_HSA=-0.645. Drug 1: C1C(C(OC1N2C=C(C(=O)NC2=O)F)CO)O. Cell line: A549. Drug 2: CC1=C2C(C(=O)C3(C(CC4C(C3C(C(C2(C)C)(CC1OC(=O)C(C(C5=CC=CC=C5)NC(=O)OC(C)(C)C)O)O)OC(=O)C6=CC=CC=C6)(CO4)OC(=O)C)O)C)O.